Dataset: Peptide-MHC class II binding affinity with 134,281 pairs from IEDB. Task: Regression. Given a peptide amino acid sequence and an MHC pseudo amino acid sequence, predict their binding affinity value. This is MHC class II binding data. (1) The peptide sequence is AEHQAIISDVLTASD. The MHC is HLA-DQA10501-DQB10301 with pseudo-sequence HLA-DQA10501-DQB10301. The binding affinity (normalized) is 0.255. (2) The peptide sequence is TVTVFKIPKKASEGA. The MHC is DRB4_0101 with pseudo-sequence DRB4_0103. The binding affinity (normalized) is 0.320. (3) The peptide sequence is GELQVVDKIDAAFKI. The MHC is DRB1_1302 with pseudo-sequence DRB1_1302. The binding affinity (normalized) is 0.592. (4) The peptide sequence is PADKYRTFVATFGAA. The MHC is HLA-DPA10103-DPB10201 with pseudo-sequence HLA-DPA10103-DPB10201. The binding affinity (normalized) is 0.678. (5) The peptide sequence is EKKYFAATQQEPLAA. The MHC is DRB1_1602 with pseudo-sequence DRB1_1602. The binding affinity (normalized) is 0.723. (6) The peptide sequence is NPVKAFQFLVDLILF. The MHC is HLA-DQA10102-DQB10602 with pseudo-sequence HLA-DQA10102-DQB10602. The binding affinity (normalized) is 0.148. (7) The peptide sequence is VIPANWKPDTVYTSK. The MHC is DRB1_0701 with pseudo-sequence DRB1_0701. The binding affinity (normalized) is 0.248. (8) The peptide sequence is KMIGGIGGFVKVRQYDQILI. The MHC is HLA-DPA10201-DPB10101 with pseudo-sequence HLA-DPA10201-DPB10101. The binding affinity (normalized) is 0.393.